This data is from Peptide-MHC class II binding affinity with 134,281 pairs from IEDB. The task is: Regression. Given a peptide amino acid sequence and an MHC pseudo amino acid sequence, predict their binding affinity value. This is MHC class II binding data. (1) The MHC is DRB1_0101 with pseudo-sequence DRB1_0101. The binding affinity (normalized) is 0. The peptide sequence is LPGPDTRHL. (2) The peptide sequence is KPNDFMPTFAKAMEK. The MHC is DRB3_0202 with pseudo-sequence DRB3_0202. The binding affinity (normalized) is 0.404.